This data is from Forward reaction prediction with 1.9M reactions from USPTO patents (1976-2016). The task is: Predict the product of the given reaction. (1) Given the reactants [N+](C1C=CC(O[C:9]([N:11]([CH2:22][C:23]2[CH:32]=[CH:31][C:26]([C:27]([O:29][CH3:30])=[O:28])=[CH:25][CH:24]=2)[C:12]2[CH:17]=[CH:16][C:15]([C:18]([F:21])([F:20])[F:19])=[CH:14][CH:13]=2)=[O:10])=CC=1)([O-])=O.[O:35]1[CH2:41][CH2:40][CH2:39][NH:38][CH2:37][CH2:36]1.C(=O)([O-])[O-].[K+].[K+], predict the reaction product. The product is: [F:19][C:18]([F:21])([F:20])[C:15]1[CH:14]=[CH:13][C:12]([N:11]([CH2:22][C:23]2[CH:24]=[CH:25][C:26]([C:27]([O:29][CH3:30])=[O:28])=[CH:31][CH:32]=2)[C:9]([N:38]2[CH2:39][CH2:40][CH2:41][O:35][CH2:36][CH2:37]2)=[O:10])=[CH:17][CH:16]=1. (2) Given the reactants C(OC(C)COC)(=O)C.[C:10]([O-:15])(=[O:14])[C:11]([CH3:13])=[CH2:12].[C:16]([O:21][CH2:22][CH2:23][OH:24])(=[O:20])[C:17]([CH3:19])=[CH2:18].[C:25]([O:30][CH2:31][CH2:32][CH2:33][Si:34]([O:39][CH3:40])([O:37][CH3:38])[O:35][CH3:36])(=[O:29])[C:26]([CH3:28])=[CH2:27], predict the reaction product. The product is: [C:10]([O-:15])(=[O:14])[C:11]([CH3:13])=[CH2:12].[C:16]([O:21][CH2:22][CH2:23][OH:24])(=[O:20])[C:17]([CH3:19])=[CH2:18].[C:25]([O:30][CH2:31][CH2:32][CH2:33][Si:34]([O:39][CH3:40])([O:35][CH3:36])[O:37][CH3:38])(=[O:29])[C:26]([CH3:28])=[CH2:27]. (3) Given the reactants [F:1][C:2]1[CH:3]=[CH:4][C:5]2[O:10][CH2:9][C:8](=[O:11])[N:7]([CH2:12][C@H:13]([CH3:16])[CH2:14]I)[C:6]=2[CH:17]=1.[CH:18](=[C:22]1[CH2:27][CH2:26][NH:25][CH2:24][CH2:23]1)[CH2:19][CH2:20][CH3:21], predict the reaction product. The product is: [CH:18](=[C:22]1[CH2:27][CH2:26][N:25]([CH2:14][C@@H:13]([CH3:16])[CH2:12][N:7]2[C:6]3[CH:17]=[C:2]([F:1])[CH:3]=[CH:4][C:5]=3[O:10][CH2:9][C:8]2=[O:11])[CH2:24][CH2:23]1)[CH2:19][CH2:20][CH3:21]. (4) The product is: [CH3:27][O:28][C:29]([C@H:31]1[CH2:36][CH2:35][C@H:34]([CH2:37][NH:38][C:23](=[O:25])[CH2:22][C:17]2[CH:18]=[CH:19][CH:20]=[CH:21][C:16]=2[N+:13]([O-:15])=[O:14])[CH2:33][CH2:32]1)=[O:30]. Given the reactants C1N=CN(C(N2C=NC=C2)=O)C=1.[N+:13]([C:16]1[CH:21]=[CH:20][CH:19]=[CH:18][C:17]=1[CH2:22][C:23]([OH:25])=O)([O-:15])=[O:14].Cl.[CH3:27][O:28][C:29]([CH:31]1[CH2:36][CH2:35][CH:34]([CH2:37][NH2:38])[CH2:33][CH2:32]1)=[O:30].C(N(CC)CC)C, predict the reaction product. (5) Given the reactants [Cl:1][C:2]1[CH:7]=[CH:6][CH:5]=[C:4]([Cl:8])[C:3]=1[NH:9][C:10]1[N:14]([CH3:15])[C:13]2[CH:16]=[CH:17][C:18]([C:20]([OH:22])=[O:21])=[CH:19][C:12]=2[N:11]=1.CN(C(O[N:31]1[N:39]=[N:38][C:33]2[CH:34]=[CH:35][CH:36]=[CH:37][C:32]1=2)=[N+](C)C)C.[B-](F)(F)(F)F, predict the reaction product. The product is: [N:38]1([O:21][C:20]([C:18]2[CH:17]=[CH:16][C:13]3[N:14]([CH3:15])[C:10]([NH:9][C:3]4[C:4]([Cl:8])=[CH:5][CH:6]=[CH:7][C:2]=4[Cl:1])=[N:11][C:12]=3[CH:19]=2)=[O:22])[C:33]2[CH:34]=[CH:35][CH:36]=[CH:37][C:32]=2[N:31]=[N:39]1. (6) Given the reactants F[P-](F)(F)(F)(F)F.[N:8]1(OC(N(C)C)=[N+](C)C)[C:12]2N=CC=C[C:11]=2N=N1.[CH:25]([N:28](C(C)C)CC)(C)[CH3:26].[C:34](/[CH:37]=[CH:38]/[C:39]1[CH:40]=[C:41]2[C:46](=[CH:47][CH:48]=1)[N:45]=[CH:44][N:43]([C:49]1[CH:50]=[C:51]([CH:55]=[CH:56][C:57]=1[CH3:58])[C:52](O)=[O:53])[C:42]2=[O:59])(O)=[O:35].C(N)C, predict the reaction product. The product is: [CH2:12]([NH:8][C:52](=[O:53])[C:51]1[CH:55]=[CH:56][C:57]([CH3:58])=[C:49]([N:43]2[C:42](=[O:59])[C:41]3[C:46](=[CH:47][CH:48]=[C:39](/[CH:38]=[CH:37]/[C:34]([NH:28][CH2:25][CH3:26])=[O:35])[CH:40]=3)[N:45]=[CH:44]2)[CH:50]=1)[CH3:11]. (7) Given the reactants [C:1]([CH2:3][CH2:4][C:5]([OH:7])=O)#[N:2].F[P-](F)(F)(F)(F)F.C(C(=NO[C+](N(C)C)N1CCOCC1)C(OCC)=O)#N.CN1CCOCC1.Cl.[NH2:43][C@H:44]([NH:46][C:47](=[O:74])[C:48]1[CH:53]=[CH:52][C:51](/[CH:54]=[CH:55]/[CH:56]([C:61]2[CH:66]=[C:65]([Cl:67])[C:64]([Cl:68])=[C:63]([Cl:69])[CH:62]=2)[C:57]([F:60])([F:59])[F:58])=[CH:50][C:49]=1[C:70]([F:73])([F:72])[F:71])[CH3:45], predict the reaction product. The product is: [C:1]([CH2:3][CH2:4][C:5]([NH:43][C@H:44]([NH:46][C:47](=[O:74])[C:48]1[CH:53]=[CH:52][C:51](/[CH:54]=[CH:55]/[CH:56]([C:61]2[CH:66]=[C:65]([Cl:67])[C:64]([Cl:68])=[C:63]([Cl:69])[CH:62]=2)[C:57]([F:60])([F:58])[F:59])=[CH:50][C:49]=1[C:70]([F:73])([F:72])[F:71])[CH3:45])=[O:7])#[N:2]. (8) Given the reactants CC/C(/C1C=CC=CC=1)=C(/C1C=CC(OCCNC)=CC=1)\C1C=CC=CC=1.[CH3:28][CH2:29]/[C:30](/[C:50]1[CH:51]=[CH:52][CH:53]=[C:54](O)[CH:55]=1)=[C:31](/[C:38]1[CH:39]=[CH:40][C:41]([O:44][CH2:45][CH2:46][N:47]([CH3:49])[CH3:48])=[CH:42][CH:43]=1)\[C:32]1[CH:33]=[CH:34][CH:35]=[CH:36][CH:37]=1.CC/C(/C1C=CC=CC=1)=C(/C1C=CC(OCCN(C)C)=CC=1)\C1C=CC(O)=CC=1.CCC(C1C=CC(O)=CC=1)=C(C1C=CC(OCCNC)=CC=1)C1C=CC=CC=1, predict the reaction product. The product is: [CH3:28][CH2:29]/[C:30](/[C:50]1[CH:55]=[CH:54][CH:53]=[CH:52][CH:51]=1)=[C:31](/[C:38]1[CH:39]=[CH:40][C:41]([O:44][CH2:45][CH2:46][N:47]([CH3:49])[CH3:48])=[CH:42][CH:43]=1)\[C:32]1[CH:33]=[CH:34][CH:35]=[CH:36][CH:37]=1. (9) Given the reactants [N+:1]([C:4]1[CH:9]=[C:8]([NH2:10])[CH:7]=[CH:6][C:5]=1[NH2:11])([O-:3])=[O:2].CN(C)C1C=CC=CC=1.[CH:21]([C:24]1[CH:29]=[CH:28][C:27]([S:30](Cl)(=[O:32])=[O:31])=[CH:26][CH:25]=1)([CH3:23])[CH3:22], predict the reaction product. The product is: [NH2:11][C:5]1[CH:6]=[CH:7][C:8]([NH:10][S:30]([C:27]2[CH:28]=[CH:29][C:24]([CH:21]([CH3:23])[CH3:22])=[CH:25][CH:26]=2)(=[O:32])=[O:31])=[CH:9][C:4]=1[N+:1]([O-:3])=[O:2].